This data is from Forward reaction prediction with 1.9M reactions from USPTO patents (1976-2016). The task is: Predict the product of the given reaction. (1) Given the reactants N1C=CC=CC=1.[OH:7][CH2:8][C:9]#[C:10][C:11]1[CH:16]=[CH:15][C:14]([N+:17]([O-:19])=[O:18])=[CH:13][CH:12]=1.[C:20]1([CH3:30])[CH:25]=[CH:24][C:23]([S:26](Cl)(=[O:28])=[O:27])=[CH:22][CH:21]=1.Cl, predict the reaction product. The product is: [C:20]1([CH3:30])[CH:25]=[CH:24][C:23]([S:26]([O:7][CH2:8][C:9]#[C:10][C:11]2[CH:16]=[CH:15][C:14]([N+:17]([O-:19])=[O:18])=[CH:13][CH:12]=2)(=[O:28])=[O:27])=[CH:22][CH:21]=1. (2) Given the reactants C(OC([NH:8][C:9]1([C:13]2[CH:18]=[CH:17][C:16]([C:19]3[C:20]([C:36]4[CH:41]=[CH:40][CH:39]=[CH:38][CH:37]=4)=[CH:21][C:22]4[N:27]([CH2:28][C:29]([O:31][CH2:32][CH3:33])=[O:30])[C:26](=[O:34])[CH2:25][O:24][C:23]=4[N:35]=3)=[CH:15][CH:14]=2)[CH2:12][CH2:11][CH2:10]1)=O)(C)(C)C, predict the reaction product. The product is: [NH2:8][C:9]1([C:13]2[CH:14]=[CH:15][C:16]([C:19]3[C:20]([C:36]4[CH:37]=[CH:38][CH:39]=[CH:40][CH:41]=4)=[CH:21][C:22]4[N:27]([CH2:28][C:29]([O:31][CH2:32][CH3:33])=[O:30])[C:26](=[O:34])[CH2:25][O:24][C:23]=4[N:35]=3)=[CH:17][CH:18]=2)[CH2:10][CH2:11][CH2:12]1. (3) The product is: [Cl:14][C:15]1[CH:20]=[CH:19][C:18]([CH2:21][C:4](=[O:6])[CH2:3][C:2]([O:8][CH2:9][CH3:10])=[O:7])=[CH:17][CH:16]=1. Given the reactants [K+].[C:2]([O:8][CH2:9][CH3:10])(=[O:7])[CH2:3][C:4]([O-:6])=O.[Cl-].[Mg+2].[Cl-].[Cl:14][C:15]1[CH:20]=[CH:19][C:18]([CH2:21]C(O)=O)=[CH:17][CH:16]=1.C(N1C=CN=C1)(N1C=CN=C1)=O.Cl, predict the reaction product. (4) Given the reactants [Br:1][C:2]1[CH:7]=[CH:6][C:5]([NH:8][C:9]2[N:10]([CH3:20])[C:11](=[O:19])[CH:12]=[CH:13][C:14]=2[C:15]([O:17][CH3:18])=[O:16])=[C:4]([F:21])[CH:3]=1.BrC1C=CC(NC2C=CC([Cl:40])(C(OC)=O)C(=O)N2C)=C(F)C=1.ClN1C(=O)CCC1=O, predict the reaction product. The product is: [Br:1][C:2]1[CH:7]=[CH:6][C:5]([NH:8][C:9]2[N:10]([CH3:20])[C:11](=[O:19])[C:12]([Cl:40])=[CH:13][C:14]=2[C:15]([O:17][CH3:18])=[O:16])=[C:4]([F:21])[CH:3]=1. (5) Given the reactants [CH3:1][O:2][C:3](=[O:23])[CH2:4][C:5]1[CH:6]=[C:7]([C:11]2[C:16]([O:17][CH3:18])=[CH:15][CH:14]=[CH:13][C:12]=2[CH2:19][NH:20][CH2:21][CH3:22])[CH:8]=[CH:9][CH:10]=1.Cl[C:25]([O:27][CH2:28][C:29]1[CH:34]=[C:33]([F:35])[CH:32]=[C:31]([F:36])[CH:30]=1)=[O:26], predict the reaction product. The product is: [CH3:1][O:2][C:3](=[O:23])[CH2:4][C:5]1[CH:6]=[C:7]([C:11]2[C:16]([O:17][CH3:18])=[CH:15][CH:14]=[CH:13][C:12]=2[CH2:19][N:20]([C:25]([O:27][CH2:28][C:29]2[CH:30]=[C:31]([F:36])[CH:32]=[C:33]([F:35])[CH:34]=2)=[O:26])[CH2:21][CH3:22])[CH:8]=[CH:9][CH:10]=1. (6) Given the reactants [NH2:1][C:2]1[C:3]2[CH:10]=[CH:9][N:8]([C@@H:11]3[O:15][C@@:14]([CH2:18][OH:19])([C:16]#[N:17])[C@@H:13]([O:20][Si](C(C)(C)C)(C)C)[CH2:12]3)[C:4]=2[N:5]=[CH:6][N:7]=1.CCCC[N+](CCCC)(CCCC)CCCC.[F-].C1COCC1.O.C(=O)(O)[O-].[NH4+], predict the reaction product. The product is: [NH2:1][C:2]1[C:3]2[CH:10]=[CH:9][N:8]([C@@H:11]3[O:15][C@@:14]([CH2:18][OH:19])([C:16]#[N:17])[C@@H:13]([OH:20])[CH2:12]3)[C:4]=2[N:5]=[CH:6][N:7]=1. (7) Given the reactants I[C:2]1[CH:3]=[C:4]([CH3:9])[C:5]([CH3:8])=[CH:6][CH:7]=1.[N:10]1[CH:15]=[CH:14][CH:13]=[C:12]([CH2:16][CH2:17][NH2:18])[CH:11]=1, predict the reaction product. The product is: [CH3:9][C:4]1[CH:3]=[C:2]([NH:18][CH2:17][CH2:16][C:12]2[CH:11]=[N:10][CH:15]=[CH:14][CH:13]=2)[CH:7]=[CH:6][C:5]=1[CH3:8].